From a dataset of Catalyst prediction with 721,799 reactions and 888 catalyst types from USPTO. Predict which catalyst facilitates the given reaction. Reactant: [NH2:1][C:2]1[CH:3]=[C:4]([NH:8][C:9]2[C:14]([F:15])=[CH:13][N:12]=[C:11]([NH:16][C:17]3[CH:18]=[CH:19][C:20]([O:24][CH2:25][CH2:26][O:27][CH3:28])=[C:21]([OH:23])[CH:22]=3)[N:10]=2)[CH:5]=[CH:6][CH:7]=1.[C:29](Cl)(=[O:32])[CH:30]=[CH2:31].C1C=CC=CC=1.CC(C)=O.C(=O)(O)[O-].[Na+]. Product: [F:15][C:14]1[C:9]([NH:8][C:4]2[CH:3]=[C:2]([NH:1][C:29](=[O:32])[CH:30]=[CH2:31])[CH:7]=[CH:6][CH:5]=2)=[N:10][C:11]([NH:16][C:17]2[CH:18]=[CH:19][C:20]([O:24][CH2:25][CH2:26][O:27][CH3:28])=[C:21]([OH:23])[CH:22]=2)=[N:12][CH:13]=1. The catalyst class is: 34.